This data is from Peptide-MHC class II binding affinity with 134,281 pairs from IEDB. The task is: Regression. Given a peptide amino acid sequence and an MHC pseudo amino acid sequence, predict their binding affinity value. This is MHC class II binding data. (1) The peptide sequence is VWGQKYFKGNFERLA. The MHC is HLA-DPA10301-DPB10402 with pseudo-sequence HLA-DPA10301-DPB10402. The binding affinity (normalized) is 0.509. (2) The peptide sequence is KTLILLETFVRVNPE. The MHC is DRB1_0901 with pseudo-sequence DRB1_0901. The binding affinity (normalized) is 0.372.